From a dataset of Peptide-MHC class I binding affinity with 185,985 pairs from IEDB/IMGT. Regression. Given a peptide amino acid sequence and an MHC pseudo amino acid sequence, predict their binding affinity value. This is MHC class I binding data. (1) The peptide sequence is THFQRKRRV. The MHC is HLA-B40:01 with pseudo-sequence HLA-B40:01. The binding affinity (normalized) is 0.0847. (2) The peptide sequence is LGPFQSFVS. The MHC is H-2-Db with pseudo-sequence H-2-Db. The binding affinity (normalized) is 0. (3) The peptide sequence is KAGQVVTIW. The MHC is HLA-B58:01 with pseudo-sequence HLA-B58:01. The binding affinity (normalized) is 0.990. (4) The peptide sequence is MQSYNSVPI. The MHC is HLA-B08:01 with pseudo-sequence HLA-B08:01. The binding affinity (normalized) is 0.371. (5) The peptide sequence is ALDLSHFLK. The MHC is HLA-B58:01 with pseudo-sequence HLA-B58:01. The binding affinity (normalized) is 0.